Predict which catalyst facilitates the given reaction. From a dataset of Catalyst prediction with 721,799 reactions and 888 catalyst types from USPTO. (1) Reactant: Cl[C:2]1[N:7]=[C:6]([NH:8][C:9]2[S:10][C:11]3[C:16]([N:17]=2)=[CH:15][CH:14]=[C:13]([O:18][CH3:19])[N:12]=3)[CH:5]=[C:4]([C:20]([F:29])([F:28])[C:21]2[CH:26]=[CH:25][C:24]([F:27])=[CH:23][CH:22]=2)[N:3]=1.[NH2:30][C@H:31]1[CH2:36][CH2:35][C@H:34]([OH:37])[CH2:33][CH2:32]1.C(N(C(C)C)C(C)C)C. Product: [F:28][C:20]([F:29])([C:21]1[CH:26]=[CH:25][C:24]([F:27])=[CH:23][CH:22]=1)[C:4]1[CH:5]=[C:6]([NH:8][C:9]2[S:10][C:11]3[C:16]([N:17]=2)=[CH:15][CH:14]=[C:13]([O:18][CH3:19])[N:12]=3)[N:7]=[C:2]([NH:30][C@H:31]2[CH2:36][CH2:35][C@H:34]([OH:37])[CH2:33][CH2:32]2)[N:3]=1. The catalyst class is: 32. (2) Reactant: [OH:1][C@H:2]([C:17]1[S:18][C:19]([C:22]2[CH:27]=[CH:26][CH:25]=[CH:24][CH:23]=2)=[CH:20][CH:21]=1)[C@@H:3]1[N:7]([CH3:8])[C:6](=[O:9])[CH2:5][C@@H:4]1[C:10]1[CH:15]=[CH:14][C:13]([NH2:16])=[CH:12][CH:11]=1.[CH2:28]=O.C[O-].[Na+].[BH4-].[Na+].[OH-].[Na+]. Product: [OH:1][C@H:2]([C:17]1[S:18][C:19]([C:22]2[CH:27]=[CH:26][CH:25]=[CH:24][CH:23]=2)=[CH:20][CH:21]=1)[C@@H:3]1[N:7]([CH3:8])[C:6](=[O:9])[CH2:5][C@@H:4]1[C:10]1[CH:11]=[CH:12][C:13]([NH:16][CH3:28])=[CH:14][CH:15]=1. The catalyst class is: 24. (3) Reactant: [F:1][C:2]1[CH:7]=[CH:6][C:5]([C:8]([F:11])([F:10])[F:9])=[CH:4][C:3]=1[C:12](=O)[CH2:13][C:14]([O:16]CC)=O.FC(F)(F)C([O-])=O.[CH2:27]([O:29][C:30]([C:32]1[CH:37]=[CH:36][C:35]([C@@H:38]([NH2+:40][NH2:41])[CH3:39])=[CH:34][CH:33]=1)=[O:31])[CH3:28]. Product: [F:1][C:2]1[CH:7]=[CH:6][C:5]([C:8]([F:9])([F:10])[F:11])=[CH:4][C:3]=1[C:12]1[CH2:13][C:14](=[O:16])[N:40]([C@H:38]([C:35]2[CH:36]=[CH:37][C:32]([C:30]([O:29][CH2:27][CH3:28])=[O:31])=[CH:33][CH:34]=2)[CH3:39])[N:41]=1. The catalyst class is: 10. (4) Reactant: [NH2:1][CH:2]([C:8]1[CH:13]=[CH:12][C:11]([O:14][CH3:15])=[C:10]([O:16][CH3:17])[CH:9]=1)[CH2:3][C:4]([O:6]C)=[O:5].N[C@@H](C1C=CC(OC)=C(OC)C=1)CC(OC)=O.C(Cl)Cl. Product: [NH2:1][C@@H:2]([C:8]1[CH:13]=[CH:12][C:11]([O:14][CH3:15])=[C:10]([O:16][CH3:17])[CH:9]=1)[CH2:3][C:4]([OH:6])=[O:5]. The catalyst class is: 7.